From a dataset of Reaction yield outcomes from USPTO patents with 853,638 reactions. Predict the reaction yield, written as a fraction of the theoretical maximum amount of product (1.0 means a 100% yield; for example, 0.34 means a 34% yield). (1) The reactants are [CH3:1][O:2][C:3]1[CH:21]=[C:20]([O:22][CH3:23])[CH:19]=[CH:18][C:4]=1[CH2:5][N:6]1[C:14](=[O:15])[C:13]2[C:8](=[CH:9][CH:10]=[CH:11][C:12]=2[OH:16])[C:7]1=[O:17].Cl.[CH3:25][N:26]([CH3:30])[CH2:27][CH2:28]Cl.C(=O)([O-])[O-].[K+].[K+]. The catalyst is CN(C=O)C. The product is [CH3:1][O:2][C:3]1[CH:21]=[C:20]([O:22][CH3:23])[CH:19]=[CH:18][C:4]=1[CH2:5][N:6]1[C:14](=[O:15])[C:13]2[C:8](=[CH:9][CH:10]=[CH:11][C:12]=2[O:16][CH2:28][CH2:27][N:26]([CH3:30])[CH3:25])[C:7]1=[O:17]. The yield is 0.610. (2) The reactants are [N:1]1([C:7]2[CH:14]=[CH:13][C:10]([C:11]#[N:12])=[CH:9][CH:8]=2)[CH2:6][CH2:5][O:4][CH2:3][CH2:2]1.[H-].[H-].[H-].[H-].[Li+].[Al+3].[OH-].[Na+].O. The catalyst is C1COCC1. The product is [N:1]1([C:7]2[CH:8]=[CH:9][C:10]([CH2:11][NH2:12])=[CH:13][CH:14]=2)[CH2:6][CH2:5][O:4][CH2:3][CH2:2]1. The yield is 0.230. (3) The reactants are [N+:1]([C:4]1[CH:13]=[C:12]2[C:7]([C:8](=[O:14])[NH:9][CH:10]=[N:11]2)=[CH:6][CH:5]=1)([O-])=O. The catalyst is CO.[Pd]. The product is [NH2:1][C:4]1[CH:13]=[C:12]2[C:7]([C:8](=[O:14])[NH:9][CH:10]=[N:11]2)=[CH:6][CH:5]=1. The yield is 0.980. (4) The reactants are [Br:1][C:2]1[CH:13]=[CH:12][C:5]([C:6](N(OC)C)=[O:7])=[CH:4][C:3]=1[F:14].[CH2:15]([Mg]Br)[CH2:16][CH3:17]. The catalyst is O1CCCC1. The product is [Br:1][C:2]1[CH:13]=[CH:12][C:5]([C:6](=[O:7])[CH2:15][CH2:16][CH3:17])=[CH:4][C:3]=1[F:14]. The yield is 0.817.